This data is from Forward reaction prediction with 1.9M reactions from USPTO patents (1976-2016). The task is: Predict the product of the given reaction. (1) Given the reactants [F:1][C:2]([F:15])([F:14])[S:3]([O:6]S(C(F)(F)F)(=O)=O)(=[O:5])=[O:4].O[C:17]1[CH:22]=[CH:21][C:20]([C:23]2[CH:28]=[CH:27][CH:26]=[C:25]([CH2:29][O:30][C:31]3[CH:38]=[CH:37][C:34]([CH:35]=[O:36])=[CH:33][CH:32]=3)[C:24]=2[CH3:39])=[C:19]([CH3:40])[CH:18]=1.N1C=CC=CC=1, predict the reaction product. The product is: [F:1][C:2]([F:15])([F:14])[S:3]([O:6][C:17]1[CH:22]=[CH:21][C:20]([C:23]2[CH:28]=[CH:27][CH:26]=[C:25]([CH2:29][O:30][C:31]3[CH:32]=[CH:33][C:34]([CH:35]=[O:36])=[CH:37][CH:38]=3)[C:24]=2[CH3:39])=[C:19]([CH3:40])[CH:18]=1)(=[O:5])=[O:4]. (2) Given the reactants C(O[C:4](=[O:20])[C:5]([CH3:19])([CH2:11][NH:12][C:13]1[CH:18]=[CH:17][CH:16]=[CH:15][CH:14]=1)[CH2:6][CH2:7][CH:8]([CH3:10])[CH3:9])C.[CH3:21][S:22]([NH:25][CH2:26][C:27]1[C:35]2[S:34](=[O:37])(=[O:36])[N:33]=[C:32]([CH2:38][C:39](O)=[O:40])[NH:31][C:30]=2[S:29][CH:28]=1)(=[O:24])=[O:23].Cl.CN(C)CCCN=C=NCC.[O-]CC.[Na+].C(O)C, predict the reaction product. The product is: [OH:20][C:4]1[C:5]([CH3:19])([CH2:6][CH2:7][CH:8]([CH3:9])[CH3:10])[CH2:11][N:12]([C:13]2[CH:14]=[CH:15][CH:16]=[CH:17][CH:18]=2)[C:39](=[O:40])[C:38]=1[C:32]1[NH:31][C:30]2[S:29][CH:28]=[C:27]([CH2:26][NH:25][S:22]([CH3:21])(=[O:23])=[O:24])[C:35]=2[S:34](=[O:37])(=[O:36])[N:33]=1. (3) Given the reactants [CH3:1][N:2]([CH3:10])[C:3](=[O:9])[CH2:4][CH2:5][C:6]([OH:8])=O.CN(C(ON1N=NC2C=CC=NC1=2)=[N+](C)C)C.F[P-](F)(F)(F)(F)F.C(N(C(C)C)C(C)C)C.[O:44]1[CH2:49][CH2:48][O:47][CH2:46][CH:45]1[C:50]1[C:58]2[S:57][C:56]([NH2:59])=[N:55][C:54]=2[C:53]([O:60][CH3:61])=[CH:52][CH:51]=1, predict the reaction product. The product is: [O:44]1[CH2:49][CH2:48][O:47][CH2:46][CH:45]1[C:50]1[C:58]2[S:57][C:56]([NH:59][C:6](=[O:8])[CH2:5][CH2:4][C:3]([N:2]([CH3:1])[CH3:10])=[O:9])=[N:55][C:54]=2[C:53]([O:60][CH3:61])=[CH:52][CH:51]=1. (4) Given the reactants [CH3:1][O:2][C:3]1[CH:11]=[CH:10][C:6]([C:7]([OH:9])=[O:8])=[CH:5][CH:4]=1.[C:12]([O:16][CH2:17][CH2:18][CH2:19][CH3:20])(=[O:15])[CH:13]=[CH2:14], predict the reaction product. The product is: [CH2:17]([O:16][C:12](=[O:15])[CH2:13][CH:14]1[C:5]2[CH:4]=[C:3]([O:2][CH3:1])[CH:11]=[CH:10][C:6]=2[C:7](=[O:9])[O:8]1)[CH2:18][CH2:19][CH3:20].